Dataset: Drug-target binding data from BindingDB using IC50 measurements. Task: Regression. Given a target protein amino acid sequence and a drug SMILES string, predict the binding affinity score between them. We predict pIC50 (pIC50 = -log10(IC50 in M); higher means more potent). Dataset: bindingdb_ic50. (1) The small molecule is CCOP(=O)(OCC)/C(C#N)=C/c1ccc(-c2ccncc2)cc1. The target protein sequence is MPSRAEDYEVLYTIGTGSYGRCQKIRRKSDGKILVWKELDYGSMTEAEKQMLVSEVNLLRELKHPNIVRYYDRIIDRTNTTLYIVMEYCEGGDLASVITKGTKERQYLDEEFVLRVMTQLTLALKECHRRSDGGHTVLHRDLKPANVFLDGKQNVKLGDFGLARILNHDTSFAKAFVGTPYYMSPEQMNRMSYNEKSDIWSLGCLLYELCALMPPFTAFSQKELAGKIREGKFRRIPYRYSDELNEIITRMLNLKDYHRPSVEEILENPLIADLVADEQRRNLERRGRQLGEPEKSQDSSPVLSELKLKEIQLQERERALKAREERLEQKEQELCVRERLAEDKLARAENLLKNYSLLKERKFLSLASNPELLNLPSSVIKKKVHFSGESKENIMRSENSESQLTSKSKCKDLKKRLHAAQLRAQALSDIEKNYQLKSRQILGMR. The pIC50 is 4.4. (2) The compound is O=c1nc2n(-c3ccccc3)c3ccccc3cc-2c(=O)[nH]1. The target protein sequence is MASGSSSDAAEPAGPAGRAASAPEAAQAEEDRVKRRRLQCLGFALVGGCDPTMVPSVLRENDWQTQKALSAYFELPENDQGWPRQPPTSFKSEAYVDLTNEDANDTTILEASPSGTPLEDSSTISFITWNIDGLDGCNLPERARGVCSCLALYSPDVVFLQEVIPPYCAYLKKRAASYTIITGNEEGYFTAILLKKGRVKFKSQEIIPFPNTKMMRNLLCVNVSLGGNEFCLMTSHLESTRGHAAERIRQLKTVLGKMQEAPDSTTVIFAGDTNLRDREVTRCGGLPDNVFDAWEFLGKPKHCQYTWDTKANNNLGITAACKHRFDRIFFRAEEGHLIPQSLDLVGLEKLDCGRFPSDHWGLLCTLNVVL. The pIC50 is 4.0. (3) The small molecule is CC(C)(C)c1ccc(-n2c(C(=O)O)c(Oc3cccc(C(F)(F)F)c3)c3ccc(Cl)nc32)cc1. The target protein (P37231) has sequence MGETLGDSPIDPESDSFTDTLSANISQEMTMVDTEMPFWPTNFGISSVDLSVMEDHSHSFDIKPFTTVDFSSISTPHYEDIPFTRTDPVVADYKYDLKLQEYQSAIKVEPASPPYYSEKTQLYNKPHEEPSNSLMAIECRVCGDKASGFHYGVHACEGCKGFFRRTIRLKLIYDRCDLNCRIHKKSRNKCQYCRFQKCLAVGMSHNAIRFGRMPQAEKEKLLAEISSDIDQLNPESADLRALAKHLYDSYIKSFPLTKAKARAILTGKTTDKSPFVIYDMNSLMMGEDKIKFKHITPLQEQSKEVAIRIFQGCQFRSVEAVQEITEYAKSIPGFVNLDLNDQVTLLKYGVHEIIYTMLASLMNKDGVLISEGQGFMTREFLKSLRKPFGDFMEPKFEFAVKFNALELDDSDLAIFIAVIILSGDRPGLLNVKPIEDIQDNLLQALELQLKLNHPESSQLFAKLLQKMTDLRQIVTEHVQLLQVIKKTETDMSLHPLLQEI.... The pIC50 is 7.7. (4) The drug is O=C(NCc1cn([C@@H](Cc2ccc(O)cc2)C(=O)O)nn1)c1ccccc1. The target protein (P29350) has sequence MVRWFHRDLSGLDAETLLKGRGVHGSFLARPSRKNQGDFSLSVRVGDQVTHIRIQNSGDFYDLYGGEKFATLTELVEYYTQQQGVLQDRDGTIIHLKYPLNCSDPTSERWYHGHMSGGQAETLLQAKGEPWTFLVRESLSQPGDFVLSVLSDQPKAGPGSPLRVTHIKVMCEGGRYTVGGLETFDSLTDLVEHFKKTGIEEASGAFVYLRQPYYATRVNAADIENRVLELNKKQESEDTAKAGFWEEFESLQKQEVKNLHQRLEGQRPENKGKNRYKNILPFDHSRVILQGRDSNIPGSDYINANYIKNQLLGPDENAKTYIASQGCLEATVNDFWQMAWQENSRVIVMTTREVEKGRNKCVPYWPEVGMQRAYGPYSVTNCGEHDTTEYKLRTLQVSPLDNGDLIREIWHYQYLSWPDHGVPSEPGGVLSFLDQINQRQESLPHAGPIIVHCSAGIGRTGTIIVIDMLMENISTKGLDCDIDIQKTIQMVRAQRSGMVQ.... The pIC50 is 4.3. (5) The target protein (P0A0K8) has sequence MVTALSDVNNTDNYGAGQIQVLEGLEAVRKRPGMYIGSTSERGLHHLVWEIVDNSIDEALAGYANQIEVVIEKDNWIKVTDNGRGIPVDIQEKMGRPAVEVILTVLHAGGKFGGGGYKVSGGLHGVGSSVVNALSQDLEVYVHRNETIYHQAYKKGVPQFDLKEVGTTDKTGTVIRFKADGEIFTETTVYNYETLQQRIRELAFLNKGIQITLRDERDEENVREDSYHYEGGIKSYVELLNENKEPIHDEPIYIHQSKDDIEVEIAIQYNSGYATNLLTYANNIHTYEGGTHEDGFKRALTRVLNSYGLSSKIMKEEKDRLSGEDTREGMTAIISIKHGDPQFEGQTKTKLGNSEVRQVVDKLFSEHFERFLYENPQVARTVVEKGIMAARARVAAKKAREVTRRKSALDVASLPGKLADCSSKSPEECEIFLVEGDSAGGSTKSGRDSRTQAILPLRGKILNVEKARLDRILNNNEIRQMITAFGTGIGGDFDLAKARY.... The compound is CO[C@H]1CN(c2nc(C(=O)NC3COC(C)(C)OC3)c(C(=O)O)s2)CC[C@H]1NC(=O)c1[nH]c(C)c(Cl)c1Cl. The pIC50 is 8.0. (6) The compound is COc1cc(CC#Cc2c(C)nc(N)nc2N)cc(OC)c1OC. The target protein sequence is MSKVPVVGIVAALLPEMGIGFQGNLPWRLAKEMKYFREVTTLTNDNSKQNVVIMGRKTWESIPQKFRPLPKRINVVVSRSFDGELRKVEDGIYHSNSLRNCLTALQSSLANENKIERIYIIGGGEIYRQSMDLADHWLITKIMPLPETTIPQMDTFLQKQELEQRFYDNSDKLVDFLPSSIQLEGRLTSQEWNGELVKGLPVQEKGYQFYFTLYTKK. The pIC50 is 7.8. (7) The drug is CC(=O)N[C@@H](Cc1ccccc1)C(=O)N[C@@H](CC(C)C)C(=O)N[C@H](C=O)CCCN=C(N)N. The target protein (P06868) has sequence MLPASPKMEHKAVVFLLLLFLKSGLGDLLDDYVNTQGASLLSLSRKNLAGRSVEDCAAKCEEETDFVCRAFQYHSKEQQCVVMAENSKNTPVFRMRDVILYEKRIYLLECKTGNGQTYRGTTAETKSGVTCQKWSATSPHVPKFSPEKFPLAGLEENYCRNPDNDENGPWCYTTDPDKRYDYCDIPECEDKCMHCSGENYEGKIAKTMSGRDCQAWDSQSPHAHGYIPSKFPNKNLKMNYCRNPDGEPRPWCFTTDPQKRWEFCDIPRCTTPPPSSGPKYQCLKGTGKNYGGTVAVTESGHTCQRWSEQTPHKHNRTPENFPCKNLEENYCRNPNGEKAPWCYTTNSEVRWEYCTIPSCESSPLSTERMDVPVPPEQTPVPQDCYHGNGQSYRGTSSTTITGRKCQSWSSMTPHRHLKTPENYPNAGLTMNYCRNPDADKSPWCYTTDPRVRWEFCNLKKCSETPEQVPAAPQAPGVENPPEADCMIGTGKSYRGKKATT.... The pIC50 is 5.1. (8) The small molecule is Nn1c(Cc2ccccc2F)nnc1SCc1cc(=O)oc2cc(O)c(O)cc12. The target protein sequence is MDRMYEQNQMPHNNEAEQSVLGSIIIDPELINTTQEVLLPESFYRGAHQHIFRAMMHLNEDNKEIDVVTLMDQLSTEGTLNEAGGPQYLAELSTNVPTTRNVQYYTDIVSKHALKRRLIQTADSIANDGYNDELELDAILSDAERRILELSSSRESDGFKDIRDVLGQVYETAEELDQNSGQTPGIPTGYRDLDQMTAGFNRNDLIILAARPSVGKTAFALNIAQKVATHEDMYTVGIFSLEMGADQLATRMICSSGNVDSNRLRTGTMTEEDWSRFTIAVGKLSRTKIFIDDTPGIRINDLRSKCRRLKQEHGLDMIVIDYLQLIQGSGSRASDNRQQEVSEISRTLKALARELKCPVIALSQLSRGVEQRQDKRPMMSDIRESGSIEQDADIVAFLYRDDYYNRGGDEDDDDDGGFEPQTNDENGEIEIIIAKQRNGPTGTVKLHFMKQYNKFTDIDYAHADMM. The pIC50 is 4.8. (9) The drug is CCO[C@@H](Cc1ccc(OCCc2ccc(OS(C)(=O)=O)cc2)cc1)C(=O)N(C)OC. The target is CKENALLRYLLDKDD. The pIC50 is 5.4. (10) The compound is CC(C)[C@H](CO)Nc1nc(Nc2cccc(Cl)c2)c2ncn(C(C)C)c2n1. The target protein (P00546) has sequence MSGELANYKRLEKVGEGTYGVVYKALDLRPGQGQRVVALKKIRLESEDEGVPSTAIREISLLKELKDDNIVRLYDIVHSDAHKLYLVFEFLDLDLKRYMEGIPKDQPLGADIVKKFMMQLCKGIAYCHSHRILHRDLKPQNLLINKDGNLKLGDFGLARAFGVPLRAYTHEIVTLWYRAPEVLLGGKQYSTGVDTWSIGCIFAEMCNRKPIFSGDSEIDQIFKIFRVLGTPNEAIWPDIVYLPDFKPSFPQWRRKDLSQVVPSLDPRGIDLLDKLLAYDPINRISARRAAIHPYFQES. The pIC50 is 7.1.